Task: Regression/Classification. Given a drug SMILES string, predict its absorption, distribution, metabolism, or excretion properties. Task type varies by dataset: regression for continuous measurements (e.g., permeability, clearance, half-life) or binary classification for categorical outcomes (e.g., BBB penetration, CYP inhibition). Dataset: cyp1a2_veith.. Dataset: CYP1A2 inhibition data for predicting drug metabolism from PubChem BioAssay (1) The result is 0 (non-inhibitor). The compound is O=C(NCC1CCCO1)c1ccc2c(=O)n(Cc3ccco3)c(SCC(=O)N3CCCC3)nc2c1. (2) The compound is Cc1ccc(C(=O)NCCNc2ccc(Cl)cc2[N+](=O)[O-])o1. The result is 1 (inhibitor).